Dataset: Reaction yield outcomes from USPTO patents with 853,638 reactions. Task: Predict the reaction yield, written as a fraction of the theoretical maximum amount of product (1.0 means a 100% yield; for example, 0.34 means a 34% yield). (1) The reactants are [C:1]([O:5][C:6]([NH:8][NH:9][C@H:10]([C:14]([CH3:17])([CH3:16])[CH3:15])[CH2:11][CH:12]=[CH2:13])=[O:7])([CH3:4])([CH3:3])[CH3:2]. The catalyst is CO.O.[Pd]. The product is [C:1]([O:5][C:6]([NH:8][NH:9][C@H:10]([C:14]([CH3:15])([CH3:17])[CH3:16])[CH2:11][CH2:12][CH3:13])=[O:7])([CH3:4])([CH3:3])[CH3:2]. The yield is 0.927. (2) The reactants are [NH2:1][C:2]1([C:13]2[CH:18]=[CH:17][C:16]([CH:19]([CH3:21])[CH3:20])=[CH:15][C:14]=2[O:22][CH3:23])[C:10](=[O:11])[C:9]2[C:4](=[CH:5][CH:6]=[CH:7][CH:8]=2)[C:3]1=[O:12].[CH:24]1([C:27](Cl)=[O:28])[CH2:26][CH2:25]1.C(N(CC)CC)C. The catalyst is ClCCl. The product is [CH:19]([C:16]1[CH:17]=[CH:18][C:13]([C:2]2([NH:1][C:27]([CH:24]3[CH2:26][CH2:25]3)=[O:28])[C:10](=[O:11])[C:9]3[C:4](=[CH:5][CH:6]=[CH:7][CH:8]=3)[C:3]2=[O:12])=[C:14]([O:22][CH3:23])[CH:15]=1)([CH3:21])[CH3:20]. The yield is 0.960. (3) The product is [CH:20]([OH:19])=[O:29].[CH3:18][O:19][C:20]1[CH:25]=[CH:24][C:23]([C:2]2[CH:11]=[C:10]3[C:5]([C:6]([N:13]4[CH2:17][CH2:16][CH2:15][CH2:14]4)=[N:7][C:8]([CH3:12])=[N:9]3)=[CH:4][CH:3]=2)=[CH:22][CH:21]=1. The reactants are Br[C:2]1[CH:11]=[C:10]2[C:5]([C:6]([N:13]3[CH2:17][CH2:16][CH2:15][CH2:14]3)=[N:7][C:8]([CH3:12])=[N:9]2)=[CH:4][CH:3]=1.[CH3:18][O:19][C:20]1[CH:25]=[CH:24][C:23](B(O)O)=[CH:22][CH:21]=1.[O:29]1CCOCC1.C(COC)OC. The catalyst is C(O)C.ClC1C=C[C-](P(C2C=CC=CC=2)C2C=CC=CC=2)C=1Cl.[C-]1(P(C2C=CC=CC=2)C2C=CC=CC=2)C=CC=C1.[Fe+2].ClCCl.[Pd+2]. The yield is 0.350. (4) The reactants are [N+:1]([C:4]1[CH:12]=[CH:11][CH:10]=[CH:9][C:5]=1[C:6](Cl)=[O:7])([O-:3])=[O:2].[NH2:13][C:14]1[CH:19]=[CH:18][C:17]([Br:20])=[CH:16][N:15]=1.N1C=CC=CC=1. The catalyst is C(Cl)Cl. The product is [Br:20][C:17]1[CH:18]=[CH:19][C:14]([NH:13][C:6]([C:5]2[CH:9]=[CH:10][CH:11]=[CH:12][C:4]=2[N+:1]([O-:3])=[O:2])=[O:7])=[N:15][CH:16]=1. The yield is 0.770. (5) The reactants are [Br:1][C:2]1[CH:7]=[C:6]([F:8])[CH:5]=[C:4]([N+:9]([O-:11])=[O:10])[C:3]=1N.N([O-])=O.[Na+].C(O)C. The product is [Br:1][C:2]1[CH:3]=[C:4]([N+:9]([O-:11])=[O:10])[CH:5]=[C:6]([F:8])[CH:7]=1. The yield is 0.970. The catalyst is S(=O)(=O)(O)O.O. (6) The reactants are [CH3:1][O:2][C:3]1[CH:4]=[C:5]([C:13]2[C:21]3[C:16](=[CH:17][CH:18]=[C:19]([CH:22]=O)[CH:20]=3)[NH:15][N:14]=2)[CH:6]=[C:7]([O:11][CH3:12])[C:8]=1[O:9][CH3:10].[C:24]([CH2:26][C:27]([NH2:29])=[O:28])#[N:25].C1CCN2C(=NCCC2)CC1. The catalyst is C1COCC1.CCOC(C)=O. The product is [C:24]([C:26](=[CH:22][C:19]1[CH:20]=[C:21]2[C:16](=[CH:17][CH:18]=1)[NH:15][N:14]=[C:13]2[C:5]1[CH:6]=[C:7]([O:11][CH3:12])[C:8]([O:9][CH3:10])=[C:3]([O:2][CH3:1])[CH:4]=1)[C:27]([NH2:29])=[O:28])#[N:25]. The yield is 0.0900.